From a dataset of Peptide-MHC class I binding affinity with 185,985 pairs from IEDB/IMGT. Regression. Given a peptide amino acid sequence and an MHC pseudo amino acid sequence, predict their binding affinity value. This is MHC class I binding data. (1) The peptide sequence is DISPTNIPL. The MHC is HLA-B58:01 with pseudo-sequence HLA-B58:01. The binding affinity (normalized) is 0.0847. (2) The peptide sequence is KLTQGRQTY. The MHC is HLA-B46:01 with pseudo-sequence HLA-B46:01. The binding affinity (normalized) is 0.0847. (3) The binding affinity (normalized) is 0.0847. The MHC is HLA-B58:01 with pseudo-sequence HLA-B58:01. The peptide sequence is GYRSKACDM. (4) The MHC is HLA-A23:01 with pseudo-sequence HLA-A23:01. The binding affinity (normalized) is 0.213. The peptide sequence is LAYARGQAM. (5) The peptide sequence is TPETLGHEI. The MHC is HLA-A02:03 with pseudo-sequence HLA-A02:03. The binding affinity (normalized) is 0.0181. (6) The peptide sequence is CLMMILPAAL. The MHC is HLA-A02:01 with pseudo-sequence HLA-A02:01. The binding affinity (normalized) is 0.747. (7) The peptide sequence is TAYCPLQHW. The MHC is HLA-B57:01 with pseudo-sequence HLA-B57:01. The binding affinity (normalized) is 0.519. (8) The peptide sequence is KRITVLDIGDA. The MHC is Mamu-B03 with pseudo-sequence Mamu-B03. The binding affinity (normalized) is 0.599.